This data is from NCI-60 drug combinations with 297,098 pairs across 59 cell lines. The task is: Regression. Given two drug SMILES strings and cell line genomic features, predict the synergy score measuring deviation from expected non-interaction effect. Drug 1: C1CNP(=O)(OC1)N(CCCl)CCCl. Drug 2: B(C(CC(C)C)NC(=O)C(CC1=CC=CC=C1)NC(=O)C2=NC=CN=C2)(O)O. Cell line: SNB-75. Synergy scores: CSS=11.9, Synergy_ZIP=-4.40, Synergy_Bliss=-5.09, Synergy_Loewe=-4.40, Synergy_HSA=-3.91.